This data is from Reaction yield outcomes from USPTO patents with 853,638 reactions. The task is: Predict the reaction yield, written as a fraction of the theoretical maximum amount of product (1.0 means a 100% yield; for example, 0.34 means a 34% yield). (1) The reactants are [C:1]1([CH:7]([CH3:11])[C:8]([OH:10])=O)[CH:6]=[CH:5][CH:4]=[CH:3][CH:2]=1.C(Cl)(C(Cl)=O)=O.N1C=CC=CC=1.[CH3:24][C:25]1(C)[O:30]C(=O)[CH2:28][C:27](=O)[O:26]1. The catalyst is C(Cl)Cl.CN(C=O)C.Cl.CCO. The product is [O:10]=[C:8]([CH:7]([C:1]1[CH:2]=[CH:3][CH:4]=[CH:5][CH:6]=1)[CH3:11])[CH2:24][C:25]([O:26][CH2:27][CH3:28])=[O:30]. The yield is 0.490. (2) The catalyst is C1C=CC(/C=C/C(/C=C/C2C=CC=CC=2)=O)=CC=1.C1C=CC(/C=C/C(/C=C/C2C=CC=CC=2)=O)=CC=1.[Pd].C1(C)C=CC=CC=1.CCCCCC. The product is [CH3:19][C:20]1[CH:21]=[C:22]([N:26]([C:27]2[CH:32]=[CH:31][CH:30]=[C:29]([C:33]3([C:46]4[CH:51]=[CH:50][CH:49]=[CH:48][CH:47]=4)[C:45]4[CH:44]=[CH:43][CH:42]=[CH:41][C:40]=4[C:39]4[C:34]3=[CH:35][CH:36]=[CH:37][CH:38]=4)[CH:28]=2)[C:2]2[C:15]3=[C:16]4[C:17]5[C:12]([CH:13]=[CH:14]3)=[CH:11][CH:10]=[C:9]([N:26]([C:22]3[CH:21]=[CH:20][CH:69]=[C:67]([CH3:68])[CH:70]=3)[C:27]3[CH:28]=[CH:29][CH:54]=[C:53]([C:56]6([C:49]7[CH:48]=[CH:47][CH:46]=[CH:51][CH:50]=7)[C:41]7[CH:42]=[CH:43][CH:44]=[CH:45][C:40]=7[C:39]7[C:38]6=[CH:37][CH:36]=[CH:35][CH:34]=7)[CH:52]=3)[C:8]=5[CH:7]=[CH:6][C:5]4=[CH:4][CH:3]=2)[CH:23]=[CH:24][CH:25]=1. The yield is 0.670. The reactants are Br[C:2]1[C:15]2[C:16]3=[C:17]4[C:12](=[CH:13][CH:14]=2)[CH:11]=[CH:10][C:9](Br)=[C:8]4[CH:7]=[CH:6][C:5]3=[CH:4][CH:3]=1.[CH3:19][C:20]1[CH:21]=[C:22]([NH:26][C:27]2[CH:32]=[CH:31][CH:30]=[C:29]([C:33]3([C:46]4[CH:51]=[CH:50][CH:49]=[CH:48][CH:47]=4)[C:45]4[CH:44]=[CH:43][CH:42]=[CH:41][C:40]=4[C:39]4[C:34]3=[CH:35][CH:36]=[CH:37][CH:38]=4)[CH:28]=2)[CH:23]=[CH:24][CH:25]=1.[CH3:52][C:53]([CH3:56])([O-])[CH3:54].[Na+].[C:67](P([C:67]([CH3:70])([CH3:69])[CH3:68])[C:67]([CH3:70])([CH3:69])[CH3:68])([CH3:70])([CH3:69])[CH3:68].